Dataset: Full USPTO retrosynthesis dataset with 1.9M reactions from patents (1976-2016). Task: Predict the reactants needed to synthesize the given product. (1) Given the product [CH3:37][O:36][C:25]1[CH:26]=[C:27]([CH2:30][C:31]([OH:33])=[O:32])[CH:28]=[CH:29][C:24]=1[O:12][CH2:11][CH2:10][CH2:9][C:8]1[C:4]([CH2:1][CH2:2][CH3:3])=[N:5][N:6]([C:13]2[CH:18]=[CH:17][C:16]([C:19]([F:21])([F:20])[F:22])=[CH:15][N:14]=2)[CH:7]=1, predict the reactants needed to synthesize it. The reactants are: [CH2:1]([C:4]1[C:8]([CH2:9][CH2:10][CH2:11][OH:12])=[CH:7][N:6]([C:13]2[CH:18]=[CH:17][C:16]([C:19]([F:22])([F:21])[F:20])=[CH:15][N:14]=2)[N:5]=1)[CH2:2][CH3:3].O[C:24]1[CH:29]=[CH:28][C:27]([CH2:30][C:31]([O:33]CC)=[O:32])=[CH:26][C:25]=1[O:36][CH3:37].C(P(CCCC)CCCC)CCC.N(C(N1CCCCC1)=O)=NC(N1CCCCC1)=O. (2) Given the product [C:20]([O:19][C:17]([N:13]1[CH:12]([CH3:24])[CH2:11][N:10]([CH2:9][C:8]2[CH:25]=[CH:26][C:5]([C:3]([OH:4])=[O:2])=[CH:6][C:7]=2[C:27]([F:29])([F:30])[F:28])[CH2:15][CH:14]1[CH3:16])=[O:18])([CH3:21])([CH3:22])[CH3:23], predict the reactants needed to synthesize it. The reactants are: C[O:2][C:3]([C:5]1[CH:26]=[CH:25][C:8]([CH2:9][N:10]2[CH2:15][CH:14]([CH3:16])[N:13]([C:17]([O:19][C:20]([CH3:23])([CH3:22])[CH3:21])=[O:18])[CH:12]([CH3:24])[CH2:11]2)=[C:7]([C:27]([F:30])([F:29])[F:28])[CH:6]=1)=[O:4].[OH-].[Na+]. (3) Given the product [C:15]([C:12]1[N:13]=[CH:14][C:9]2[CH:8]=[C:7]([CH2:6][C:5]3[CH:4]=[CH:3][C:2]([NH:1][C:25](=[O:31])[CH2:26][CH2:27][C:28]([OH:30])=[O:29])=[CH:24][CH:23]=3)[N:17]([CH2:18][C:19]([CH3:21])([CH3:20])[CH3:22])[C:10]=2[N:11]=1)#[N:16], predict the reactants needed to synthesize it. The reactants are: [NH2:1][C:2]1[CH:24]=[CH:23][C:5]([CH2:6][C:7]2[N:17]([CH2:18][C:19]([CH3:22])([CH3:21])[CH3:20])[C:10]3[N:11]=[C:12]([C:15]#[N:16])[N:13]=[CH:14][C:9]=3[CH:8]=2)=[CH:4][CH:3]=1.[C:25]1(=[O:31])[O:30][C:28](=[O:29])[CH2:27][CH2:26]1. (4) Given the product [Cl:12][C:13]1[CH:20]=[CH:19][C:16]([CH:17]([OH:18])[C:2]2[C:3]([C:7]([O:9][CH2:10][CH3:11])=[O:8])=[N:4][N:5]([CH3:21])[CH:6]=2)=[CH:15][CH:14]=1, predict the reactants needed to synthesize it. The reactants are: I[C:2]1[C:3]([C:7]([O:9][CH2:10][CH3:11])=[O:8])=[N:4][NH:5][CH:6]=1.[Cl:12][C:13]1[CH:20]=[CH:19][C:16]([CH:17]=[O:18])=[CH:15][CH:14]=1.[CH2:21]1COCC1. (5) Given the product [C:2]([C:4]1[CH:5]=[C:6]([NH:10][C:11](=[O:14])[CH2:12][CH3:13])[CH:7]=[CH:8][CH:9]=1)(=[O:3])[CH3:1], predict the reactants needed to synthesize it. The reactants are: [CH3:1][C:2]([C:4]1[CH:9]=[CH:8][CH:7]=[C:6]([NH2:10])[CH:5]=1)=[O:3].[C:11](Cl)(=[O:14])[CH2:12][CH3:13]. (6) Given the product [Cl:1][C:2]1[N:3]=[C:4]([NH:32][CH:35]([CH3:34])[CH3:42])[C:5]([F:31])=[C:6]([NH:8][NH2:9])[N:7]=1, predict the reactants needed to synthesize it. The reactants are: [Cl:1][C:2]1[N:7]=[C:6]([N:8](C(OC(C)(C)C)=O)[N:9](C(OC(C)(C)C)=O)C(OC(C)(C)C)=O)[C:5]([F:31])=[C:4]([N:32]2[CH2:35][C:34](C)(N3CCCC3)C2)[N:3]=1.[CH3:42]O.